From a dataset of Catalyst prediction with 721,799 reactions and 888 catalyst types from USPTO. Predict which catalyst facilitates the given reaction. (1) Reactant: I[C:2]1[CH:3]=[CH:4][C:5]([N:8]2[CH:13]=[CH:12][CH:11]=[CH:10][C:9]2=[O:14])=[N:6][CH:7]=1.[NH:15]1[CH:19]=[C:18]([CH2:20][NH:21][C:22]([C:24]2[S:25][C:26]([Cl:29])=[CH:27][CH:28]=2)=[O:23])[N:17]=[CH:16]1.OC1C=CC=C2C=1N=CC=C2.C([O-])([O-])=O.[K+].[K+]. Product: [Cl:29][C:26]1[S:25][C:24]([C:22]([NH:21][CH2:20][C:18]2[N:17]=[CH:16][N:15]([C:2]3[CH:7]=[N:6][C:5]([N:8]4[CH:13]=[CH:12][CH:11]=[CH:10][C:9]4=[O:14])=[CH:4][CH:3]=3)[CH:19]=2)=[O:23])=[CH:28][CH:27]=1. The catalyst class is: 156. (2) Reactant: [C:1]([C:5]1[O:9][N:8]=[C:7]([NH:10][C:11]([NH:13][C:14]2[CH:19]=[CH:18][CH:17]=[C:16]([O:20][C:21]3[C:30]4[C:25](=[CH:26][C:27]([O:33][C@H:34]5[CH2:38][CH2:37][NH:36][CH2:35]5)=[C:28]([O:31][CH3:32])[CH:29]=4)[N:24]=[CH:23][N:22]=3)[CH:15]=2)=[O:12])[CH:6]=1)([CH3:4])([CH3:3])[CH3:2].FC(F)(F)S(O[CH2:45][C:46]([F:49])([F:48])[F:47])(=O)=O.C(N(CC)C(C)C)(C)C. Product: [C:1]([C:5]1[O:9][N:8]=[C:7]([NH:10][C:11]([NH:13][C:14]2[CH:19]=[CH:18][CH:17]=[C:16]([O:20][C:21]3[C:30]4[C:25](=[CH:26][C:27]([O:33][C@H:34]5[CH2:38][CH2:37][N:36]([CH2:45][C:46]([F:49])([F:48])[F:47])[CH2:35]5)=[C:28]([O:31][CH3:32])[CH:29]=4)[N:24]=[CH:23][N:22]=3)[CH:15]=2)=[O:12])[CH:6]=1)([CH3:4])([CH3:2])[CH3:3]. The catalyst class is: 2. (3) Reactant: [Si:1]([O:8][CH2:9][C:10]([CH2:27][O:28][Si:29]([C:32]([CH3:35])([CH3:34])[CH3:33])([CH3:31])[CH3:30])([CH2:17][CH:18]=[CH:19][C:20]1[CH:25]=[CH:24][CH:23]=[CH:22][C:21]=1[Cl:26])[CH2:11][C:12]#[C:13][C:14](=[O:16])[CH3:15])([C:4]([CH3:7])([CH3:6])[CH3:5])([CH3:3])[CH3:2].CCOCC.CCCCCC. Product: [Si:1]([O:8][CH2:9][C:10]1([CH2:27][O:28][Si:29]([C:32]([CH3:35])([CH3:34])[CH3:33])([CH3:31])[CH3:30])[CH2:17][C:18]2=[CH:19][C:20]3[C:25]([C:13]([C:14](=[O:16])[CH3:15])=[C:12]2[CH2:11]1)=[CH:24][CH:23]=[CH:22][C:21]=3[Cl:26])([C:4]([CH3:5])([CH3:7])[CH3:6])([CH3:3])[CH3:2]. The catalyst class is: 262. (4) Reactant: [Li]CCCC.Br[C:7]1[CH:12]=[CH:11][C:10]([CH:13]2[CH2:17][CH2:16][CH2:15][N:14]2[CH3:18])=[CH:9][N:8]=1.CN([CH:22]=[O:23])C.[BH4-].[Na+].[NH4+].[Cl-]. Product: [CH3:18][N:14]1[CH2:15][CH2:16][CH2:17][CH:13]1[C:10]1[CH:11]=[CH:12][C:7]([CH2:22][OH:23])=[N:8][CH:9]=1. The catalyst class is: 36. (5) Reactant: [O:1]1[C:5]2[CH:6]=[CH:7][CH:8]=[CH:9][C:4]=2[C:3]([C:10]2[CH2:15][CH2:14][N:13](C(OC(C)(C)C)=O)[CH2:12][CH:11]=2)=[CH:2]1.[ClH:23]. Product: [ClH:23].[O:1]1[C:5]2[CH:6]=[CH:7][CH:8]=[CH:9][C:4]=2[C:3]([C:10]2[CH2:15][CH2:14][NH:13][CH2:12][CH:11]=2)=[CH:2]1. The catalyst class is: 269. (6) Reactant: [H-].[Al+3].[Li+].[H-].[H-].[H-].[O:7]([CH:25]([C:29]1[CH:34]=[CH:33][N:32]=[CH:31][CH:30]=1)[CH2:26][C:27]#[N:28])[Si:8]([C:21]([CH3:24])([CH3:23])[CH3:22])([C:15]1[CH:20]=[CH:19][CH:18]=[CH:17][CH:16]=1)[C:9]1[CH:14]=[CH:13][CH:12]=[CH:11][CH:10]=1.C(OCC)(=O)C.[OH-].[Na+]. Product: [Si:8]([O:7][CH:25]([C:29]1[CH:34]=[CH:33][N:32]=[CH:31][CH:30]=1)[CH2:26][CH2:27][NH2:28])([C:21]([CH3:23])([CH3:24])[CH3:22])([C:15]1[CH:20]=[CH:19][CH:18]=[CH:17][CH:16]=1)[C:9]1[CH:10]=[CH:11][CH:12]=[CH:13][CH:14]=1. The catalyst class is: 280. (7) The catalyst class is: 4. Product: [F:1][C:2]1[CH:10]=[CH:9][C:8]([F:11])=[CH:7][C:3]=1[C:4]1[O:6][N:26]=[C:30]([C:21]([O:16][CH2:12][CH3:13])=[O:22])[N:32]=1. Reactant: [F:1][C:2]1[CH:10]=[CH:9][C:8]([F:11])=[CH:7][C:3]=1[C:4]([OH:6])=O.[C:12](Cl)(=[O:16])[C:13](Cl)=O.CN([CH:21]=[O:22])C.C([N:26]([CH2:30]C)C(C)C)(C)C.[N:32]1C=CC=CC=1.